Task: Predict the product of the given reaction.. Dataset: Forward reaction prediction with 1.9M reactions from USPTO patents (1976-2016) Given the reactants [N+:1]([C:4]1[CH:5]=[CH:6][C:7]2[CH2:16][CH2:15][C:14]3[N:13]=[CH:12][CH:11]=[CH:10][C:9]=3[C:8]=2[CH:17]=1)([O-])=O, predict the reaction product. The product is: [NH2:1][C:4]1[CH:5]=[CH:6][C:7]2[CH2:16][CH2:15][C:14]3[N:13]=[CH:12][CH:11]=[CH:10][C:9]=3[C:8]=2[CH:17]=1.